Predict which catalyst facilitates the given reaction. From a dataset of Catalyst prediction with 721,799 reactions and 888 catalyst types from USPTO. Reactant: [NH:1]1[C:9]2[C:4](=[CH:5][CH:6]=[CH:7][CH:8]=2)[C:3]([CH:10]=[O:11])=[CH:2]1.[Cl:12][C:13]1[CH:18]=[CH:17][C:16]([S:19](Cl)(=[O:21])=[O:20])=[CH:15][CH:14]=1.C(N(C(C)C)CC)(C)C.C(=O)([O-])O.[Na+]. Product: [Cl:12][C:13]1[CH:18]=[CH:17][C:16]([S:19]([N:1]2[C:9]3[C:4](=[CH:5][CH:6]=[CH:7][CH:8]=3)[C:3]([CH:10]=[O:11])=[CH:2]2)(=[O:21])=[O:20])=[CH:15][CH:14]=1. The catalyst class is: 2.